Dataset: Catalyst prediction with 721,799 reactions and 888 catalyst types from USPTO. Task: Predict which catalyst facilitates the given reaction. (1) Reactant: [CH:1]([C:3]1[C:28]([O:29][CH3:30])=[CH:27][C:6]2[C:7]3[N:12]([CH:13]([C:15]([CH3:20])([CH3:19])[CH2:16][O:17][CH3:18])[CH2:14][C:5]=2[CH:4]=1)[CH:11]=[C:10]([C:21]([O:23][CH2:24][CH3:25])=[O:22])[C:9](=[O:26])[CH:8]=3)=O.Cl.[NH2:32][OH:33].C([O-])([O-])=O.[K+].[K+]. Product: [OH:33][N:32]=[CH:1][C:3]1[C:28]([O:29][CH3:30])=[CH:27][C:6]2[C:7]3[N:12]([CH:13]([C:15]([CH3:20])([CH3:19])[CH2:16][O:17][CH3:18])[CH2:14][C:5]=2[CH:4]=1)[CH:11]=[C:10]([C:21]([O:23][CH2:24][CH3:25])=[O:22])[C:9](=[O:26])[CH:8]=3. The catalyst class is: 5. (2) Reactant: [CH2:1]([O:8][C:9]1[C:10]([O:26]COC)=[C:11]([CH:23]=[CH:24][N:25]=1)[C:12]([NH:14][CH2:15][C:16]1[CH:21]=[CH:20][C:19]([F:22])=[CH:18][CH:17]=1)=[O:13])[C:2]1[CH:7]=[CH:6][CH:5]=[CH:4][CH:3]=1.Cl.[OH-].[Na+].C([O-])([O-])=O.[K+].[K+].[I:39]I. Product: [CH2:1]([O:8][C:9]1[C:10]([OH:26])=[C:11]([CH:23]=[C:24]([I:39])[N:25]=1)[C:12]([NH:14][CH2:15][C:16]1[CH:21]=[CH:20][C:19]([F:22])=[CH:18][CH:17]=1)=[O:13])[C:2]1[CH:7]=[CH:6][CH:5]=[CH:4][CH:3]=1. The catalyst class is: 1. (3) Reactant: C(N1C=C2C(C(=O)N(C(=O)C)CC2)=C1)(=O)C.C[N:18]([CH:20]=[C:21]1[C:26](=[O:27])[CH2:25][CH2:24][NH:23][C:22]1=[O:28])[CH3:19].NC[C:31]([OH:33])=[O:32].C([O-])(=O)C.[Na+:38]. Product: [O:28]=[C:22]1[C:21](=[CH:20][NH:18][CH2:19][C:31]([O-:33])=[O:32])[C:26](=[O:27])[CH2:25][CH2:24][NH:23]1.[Na+:38]. The catalyst class is: 8. (4) Reactant: [OH-].[Na+].BrBr.[CH2:5]([O:12][C:13]1[CH:32]=[CH:31][C:16]([CH2:17][C@H:18]([NH:23][C:24](=[O:30])[O:25][C:26]([CH3:29])([CH3:28])[CH3:27])[C@H:19](O)[CH2:20][OH:21])=[CH:15][C:14]=1[F:33])[C:6]1[CH:11]=[CH:10][CH:9]=[CH:8][CH:7]=1. Product: [CH2:5]([O:12][C:13]1[CH:32]=[CH:31][C:16]([CH2:17][C@H:18]([NH:23][C:24](=[O:30])[O:25][C:26]([CH3:27])([CH3:29])[CH3:28])[C@H:19]2[CH2:20][O:21]2)=[CH:15][C:14]=1[F:33])[C:6]1[CH:7]=[CH:8][CH:9]=[CH:10][CH:11]=1. The catalyst class is: 6. (5) Reactant: [Br:1][C:2]1[CH:3]=[C:4]([N:10]2[CH2:15][CH2:14][CH:13]([C:16]([OH:18])=[O:17])[CH2:12][CH2:11]2)[CH:5]=[C:6]([C:8]#[N:9])[CH:7]=1.[Si](C=[N+]=[N-])(C)(C)[CH3:20]. Product: [Br:1][C:2]1[CH:3]=[C:4]([N:10]2[CH2:11][CH2:12][CH:13]([C:16]([O:18][CH3:20])=[O:17])[CH2:14][CH2:15]2)[CH:5]=[C:6]([C:8]#[N:9])[CH:7]=1. The catalyst class is: 224.